This data is from Full USPTO retrosynthesis dataset with 1.9M reactions from patents (1976-2016). The task is: Predict the reactants needed to synthesize the given product. Given the product [Br:1][C:2]1[CH:3]=[CH:4][C:5]([CH2:8][CH:9]([NH:11][C:19](=[O:20])[O:21][CH3:22])[CH3:10])=[CH:6][CH:7]=1, predict the reactants needed to synthesize it. The reactants are: [Br:1][C:2]1[CH:7]=[CH:6][C:5]([CH2:8][CH:9]([NH2:11])[CH3:10])=[CH:4][CH:3]=1.N1C=CC=CC=1.Cl[C:19]([O:21][CH3:22])=[O:20].